From a dataset of Reaction yield outcomes from USPTO patents with 853,638 reactions. Predict the reaction yield, written as a fraction of the theoretical maximum amount of product (1.0 means a 100% yield; for example, 0.34 means a 34% yield). (1) The reactants are [Cl:1][C:2]1[CH:3]=[CH:4][C:5]([CH3:11])=[C:6]([N:8]=[C:9]=[O:10])[CH:7]=1.S(Cl)(Cl)(=O)=O.N(C(C)(C)C#N)=NC(C)(C)C#N.[Al+3].[Cl-].[Cl-].[Cl-].[CH:33]1[CH:38]=[CH:37][CH:36]=[CH:35][CH:34]=1. The catalyst is C(Cl)(Cl)(Cl)Cl.C(Cl)Cl. The product is [Cl:1][C:2]1[CH:3]=[CH:4][C:5]2[CH2:11][C:34]3[CH:35]=[CH:36][CH:37]=[CH:38][C:33]=3[C:9](=[O:10])[NH:8][C:6]=2[CH:7]=1. The yield is 0.140. (2) The reactants are I.I.[CH:3]1[N:7]2[C:8]3[CH:17]=[CH:16][CH:15]=[CH:14][C:9]=3[CH2:10][CH2:11][C@@H:12]([NH2:13])[C:6]2=[N:5][CH:4]=1.[CH2:18]([O:20][C:21]1[CH:35]=[CH:34][C:24]([C:25]([NH:27][C:28]2([C:31](O)=[O:32])[CH2:30][CH2:29]2)=[O:26])=[CH:23][CH:22]=1)[CH3:19].O.ON1C2C=CC=CC=2N=N1.C(N(C(C)C)CC)(C)C.Cl.CN(C)CCCN=C=NCC. The catalyst is ClCCl. The product is [CH:3]1[N:7]2[C:8]3[CH:17]=[CH:16][CH:15]=[CH:14][C:9]=3[CH2:10][CH2:11][C@@H:12]([NH:13][C:31]([C:28]3([NH:27][C:25](=[O:26])[C:24]4[CH:34]=[CH:35][C:21]([O:20][CH2:18][CH3:19])=[CH:22][CH:23]=4)[CH2:30][CH2:29]3)=[O:32])[C:6]2=[N:5][CH:4]=1. The yield is 0.930.